From a dataset of Reaction yield outcomes from USPTO patents with 853,638 reactions. Predict the reaction yield, written as a fraction of the theoretical maximum amount of product (1.0 means a 100% yield; for example, 0.34 means a 34% yield). (1) The reactants are [C:1]([C:3]1[CH:4]=[C:5]2[C:10](=[CH:11][C:12]=1[O:13][C:14]1[CH:22]=[CH:21][C:17]([C:18]([OH:20])=O)=[CH:16][CH:15]=1)[O:9][CH2:8][CH2:7][CH:6]2[C:23]([O:25][CH3:26])=[O:24])#[N:2].CN(C(ON1N=NC2C=CC=CC1=2)=[N+](C)C)C.F[P-](F)(F)(F)(F)F.[NH2:51][CH:52]1[CH2:60][C:59]2[C:54](=[CH:55][CH:56]=[CH:57][CH:58]=2)[CH2:53]1.C(N(CC)C(C)C)(C)C. The catalyst is CN1CCCC1=O.CN(C1C=CN=CC=1)C. The product is [CH2:53]1[C:54]2[C:59](=[CH:58][CH:57]=[CH:56][CH:55]=2)[CH2:60][CH:52]1[NH:51][C:18]([C:17]1[CH:16]=[CH:15][C:14]([O:13][C:12]2[CH:11]=[C:10]3[C:5]([CH:6]([C:23]([O:25][CH3:26])=[O:24])[CH2:7][CH2:8][O:9]3)=[CH:4][C:3]=2[C:1]#[N:2])=[CH:22][CH:21]=1)=[O:20]. The yield is 0.750. (2) The reactants are [CH2:1]([NH:8][C:9](=[O:14])[CH2:10][C:11](=[O:13])[CH3:12])[C:2]1[CH:7]=[CH:6][CH:5]=[CH:4][CH:3]=1.C([O-])([O-])=O.[K+].[K+].Br[CH2:22][CH2:23][CH2:24][CH2:25]Br. The catalyst is CN(C=O)C. The product is [C:11]([C:10]1([C:9]([NH:8][CH2:1][C:2]2[CH:7]=[CH:6][CH:5]=[CH:4][CH:3]=2)=[O:14])[CH2:25][CH2:24][CH2:23][CH2:22]1)(=[O:13])[CH3:12]. The yield is 0.540. (3) The reactants are [CH2:1]([N:3]1[C:11]2[CH:10]=[C:9]([F:12])[CH:8]=[C:7]([OH:13])[C:6]=2[C:5]([CH:14]2[CH2:19][CH2:18][CH2:17][NH:16][CH2:15]2)=[CH:4]1)[CH3:2].[C:20]([O:24][C:25](O[C:25]([O:24][C:20]([CH3:23])([CH3:22])[CH3:21])=[O:26])=[O:26])([CH3:23])([CH3:22])[CH3:21]. The catalyst is C(Cl)Cl. The product is [CH2:1]([N:3]1[C:11]2[C:6](=[C:7]([OH:13])[CH:8]=[C:9]([F:12])[CH:10]=2)[C:5]([CH:14]2[CH2:19][CH2:18][CH2:17][N:16]([C:25]([O:24][C:20]([CH3:23])([CH3:22])[CH3:21])=[O:26])[CH2:15]2)=[CH:4]1)[CH3:2]. The yield is 0.570. (4) The reactants are [C:1]([O:4][C:5]1[CH:10]=[CH:9][C:8]([O:11]C=O)=[CH:7][C:6]=1[O:14]C)(=O)C.O.[Li+].[OH-]. The catalyst is C1COCC1. The product is [CH3:1][O:4][C:5]1[CH:10]=[CH:9][C:8]([OH:11])=[CH:7][C:6]=1[OH:14]. The yield is 0.400. (5) The reactants are [C:1]([O:5][C:6]([N:8]1[CH2:13][CH2:12][C:11](=[O:14])[CH2:10][CH2:9]1)=[O:7])([CH3:4])([CH3:3])[CH3:2].[O:15]([C:22]1[CH:27]=[CH:26][C:25]([Mg]Br)=[CH:24][CH:23]=1)[C:16]1[CH:21]=[CH:20][CH:19]=[CH:18][CH:17]=1.C1C=CC(OC2C=CC(Br)=CC=2)=CC=1.[Cl-].[NH4+]. The catalyst is O1CCCC1. The product is [C:1]([O:5][C:6]([N:8]1[CH2:9][CH2:10][C:11]([C:25]2[CH:26]=[CH:27][C:22]([O:15][C:16]3[CH:21]=[CH:20][CH:19]=[CH:18][CH:17]=3)=[CH:23][CH:24]=2)([OH:14])[CH2:12][CH2:13]1)=[O:7])([CH3:4])([CH3:2])[CH3:3]. The yield is 0.450. (6) The reactants are CCN=C=NCCCN(C)C.[CH3:12][C:13]1[N:17]2[C:18](=[O:27])[N:19]([CH:21]3[CH2:26][CH2:25][NH:24][CH2:23][CH2:22]3)[CH2:20][C:16]2=[CH:15][N:14]=1.[Cl:28][C:29]1[CH:30]=[C:31]2[C:36](=[CH:37][CH:38]=1)[CH:35]=[C:34]([S:39]([CH2:42][CH2:43][C:44](O)=[O:45])(=[O:41])=[O:40])[CH:33]=[CH:32]2.C1C=CC2N(O)N=NC=2C=1. The catalyst is ClCCl.C(N(CC)CC)C. The product is [Cl:28][C:29]1[CH:30]=[C:31]2[C:36](=[CH:37][CH:38]=1)[CH:35]=[C:34]([S:39]([CH2:42][CH2:43][C:44]([N:24]1[CH2:25][CH2:26][CH:21]([N:19]3[CH2:20][C:16]4=[CH:15][N:14]=[C:13]([CH3:12])[N:17]4[C:18]3=[O:27])[CH2:22][CH2:23]1)=[O:45])(=[O:40])=[O:41])[CH:33]=[CH:32]2. The yield is 0.520.